Dataset: CYP2C9 inhibition data for predicting drug metabolism from PubChem BioAssay. Task: Regression/Classification. Given a drug SMILES string, predict its absorption, distribution, metabolism, or excretion properties. Task type varies by dataset: regression for continuous measurements (e.g., permeability, clearance, half-life) or binary classification for categorical outcomes (e.g., BBB penetration, CYP inhibition). Dataset: cyp2c9_veith. The molecule is Cc1onc(-c2c(Cl)cccc2Cl)c1C(=O)Nc1ccc2c(c1)OCO2. The result is 1 (inhibitor).